This data is from Full USPTO retrosynthesis dataset with 1.9M reactions from patents (1976-2016). The task is: Predict the reactants needed to synthesize the given product. (1) Given the product [CH2:14]([N:5]1[C:6]2[C:11](=[CH:10][CH:9]=[C:8]([O:12][CH3:13])[CH:7]=2)[C:3]([C:1]#[N:2])=[C:4]1[C:16]1[CH:24]=[CH:23][C:19]([C:20]([N:36]2[CH2:41][CH2:40][O:39][CH2:38][CH2:37]2)=[O:21])=[CH:18][CH:17]=1)[CH3:15], predict the reactants needed to synthesize it. The reactants are: [C:1]([C:3]1[C:11]2[C:6](=[CH:7][C:8]([O:12][CH3:13])=[CH:9][CH:10]=2)[N:5]([CH2:14][CH3:15])[C:4]=1[C:16]1[CH:24]=[CH:23][C:19]([C:20](O)=[O:21])=[CH:18][CH:17]=1)#[N:2].CN(C=O)C.C(Cl)(=O)C(Cl)=O.[NH:36]1[CH2:41][CH2:40][O:39][CH2:38][CH2:37]1. (2) Given the product [CH3:21][N:22]([CH2:24][C:3]1[C:4]2[C:9](=[CH:8][CH:7]=[C:6]([NH:10][C:11](=[O:20])[O:12][CH2:13][C:14]3[CH:15]=[CH:16][CH:17]=[CH:18][CH:19]=3)[CH:5]=2)[NH:1][CH:2]=1)[CH3:23], predict the reactants needed to synthesize it. The reactants are: [NH:1]1[C:9]2[C:4](=[CH:5][C:6]([NH:10][C:11](=[O:20])[O:12][CH2:13][C:14]3[CH:19]=[CH:18][CH:17]=[CH:16][CH:15]=3)=[CH:7][CH:8]=2)[CH:3]=[CH:2]1.[CH3:21][NH:22][CH3:23].[CH2:24]=O. (3) The reactants are: [CH3:1][C:2]1[CH:11]=[CH:10][C:5]([C:6]([O:8][CH3:9])=[O:7])=[CH:4][C:3]=1[N+:12]([O-:14])=[O:13].CO[CH:17](OC)[N:18]([CH3:20])[CH3:19]. Given the product [CH3:9][O:8][C:6](=[O:7])[C:5]1[CH:10]=[CH:11][C:2]([CH:1]=[CH:17][N:18]([CH3:20])[CH3:19])=[C:3]([N+:12]([O-:14])=[O:13])[CH:4]=1, predict the reactants needed to synthesize it.